From a dataset of Reaction yield outcomes from USPTO patents with 853,638 reactions. Predict the reaction yield, written as a fraction of the theoretical maximum amount of product (1.0 means a 100% yield; for example, 0.34 means a 34% yield). (1) The reactants are Br[CH:2]([C:11](=O)[C:12]1[CH:17]=[CH:16][C:15]([Cl:18])=[CH:14][CH:13]=1)[CH2:3][CH2:4][CH2:5][C:6]([O:8][CH2:9][CH3:10])=[O:7].[NH2:20][C:21]([NH2:23])=[S:22].C(O)C. The catalyst is O. The product is [NH2:23][C:21]1[S:22][C:2]([CH2:3][CH2:4][CH2:5][C:6]([O:8][CH2:9][CH3:10])=[O:7])=[C:11]([C:12]2[CH:17]=[CH:16][C:15]([Cl:18])=[CH:14][CH:13]=2)[N:20]=1. The yield is 0.850. (2) The reactants are [NH2:1]/[C:2](=[N:27]\[OH:28])/[C:3]([NH:9][C:10]([C:12]1[CH:17]=[C:16]([O:18][CH2:19][C:20]([F:23])([F:22])[F:21])[C:15]([CH:24]2[CH2:26][CH2:25]2)=[CH:14][N:13]=1)=[O:11])([CH2:5][CH:6]1[CH2:8][CH2:7]1)[CH3:4].[N:29]1(C#N)CCCC[CH2:30]1. The catalyst is C(OCC)(=O)C. The product is [NH2:29][C:30]1[O:28][N:27]=[C:2]([C:3]([NH:9][C:10]([C:12]2[CH:17]=[C:16]([O:18][CH2:19][C:20]([F:22])([F:23])[F:21])[C:15]([CH:24]3[CH2:25][CH2:26]3)=[CH:14][N:13]=2)=[O:11])([CH3:4])[CH2:5][CH:6]2[CH2:8][CH2:7]2)[N:1]=1. The yield is 0.670. (3) The reactants are Cl[C:2]1[C:11]([CH:12]=[O:13])=[CH:10][C:9]2[C:4](=[C:5]([CH3:14])[CH:6]=[CH:7][CH:8]=2)[N:3]=1.C([Sn](CCCC)(CCCC)[C:20]1[O:21][CH:22]=[CH:23][N:24]=1)CCC. The catalyst is COCCOC.C1C=CC([P]([Pd]([P](C2C=CC=CC=2)(C2C=CC=CC=2)C2C=CC=CC=2)([P](C2C=CC=CC=2)(C2C=CC=CC=2)C2C=CC=CC=2)[P](C2C=CC=CC=2)(C2C=CC=CC=2)C2C=CC=CC=2)(C2C=CC=CC=2)C2C=CC=CC=2)=CC=1. The product is [CH3:14][C:5]1[CH:6]=[CH:7][CH:8]=[C:9]2[C:4]=1[N:3]=[C:2]([C:20]1[O:21][CH:22]=[CH:23][N:24]=1)[C:11]([CH:12]=[O:13])=[CH:10]2. The yield is 0.340. (4) The reactants are [CH3:1][O:2][C:3]([C:5]1[C:6]([O:13][CH3:14])=[N:7][C:8](Cl)=[CH:9][C:10]=1[CH3:11])=[O:4].[NH:15]1[CH2:20][CH2:19][O:18][CH2:17][CH2:16]1.CCN(CC)CC.CCOC(C)=O. The catalyst is CN1C(=O)CCC1. The product is [CH3:1][O:2][C:3]([C:5]1[C:6]([O:13][CH3:14])=[N:7][C:8]([N:15]2[CH2:20][CH2:19][O:18][CH2:17][CH2:16]2)=[CH:9][C:10]=1[CH3:11])=[O:4]. The yield is 0.450. (5) The reactants are [Br:1][C:2]1[S:9][C:8]2[C:7]([CH:10]=O)=[C:6]([C:12](OCC)=[O:13])[N:5]([CH3:17])[C:4]=2[CH:3]=1.O.[NH2:19][NH2:20].BrC1SC2C(C=O)=C(C(OCC)=O)NC=2C=1. The catalyst is C(OCCO)C. The product is [CH3:17][N:5]1[C:6]2[C:12]([NH:19][N:20]=[CH:10][C:7]=2[C:8]2[S:9][C:2]([Br:1])=[CH:3][C:4]1=2)=[O:13]. The yield is 0.940. (6) The reactants are [Br:1][C:2]1[CH:3]=[C:4]([C:10]([C:12]2[C:17]([Cl:18])=[CH:16][C:15]([C:19]([F:22])([F:21])[F:20])=[CH:14][N:13]=2)=O)[CH:5]=[CH:6][C:7]=1[O:8][CH3:9].Cl.[NH2:24][OH:25]. The catalyst is N1C=CC=CC=1. The product is [Br:1][C:2]1[CH:3]=[C:4]([C:10]([C:12]2[C:17]([Cl:18])=[CH:16][C:15]([C:19]([F:22])([F:21])[F:20])=[CH:14][N:13]=2)=[N:24][OH:25])[CH:5]=[CH:6][C:7]=1[O:8][CH3:9]. The yield is 0.880. (7) The reactants are [Br:1][CH2:2][CH2:3]Br.[N+:5]([C:8]1[CH:13]=[CH:12][C:11]([OH:14])=[CH:10][CH:9]=1)([O-:7])=[O:6].C([O-])([O-])=O.[Cs+].[Cs+]. The catalyst is CN(C=O)C. The product is [Br:1][CH2:2][CH2:3][O:14][C:11]1[CH:12]=[CH:13][C:8]([N+:5]([O-:7])=[O:6])=[CH:9][CH:10]=1. The yield is 0.640.